From a dataset of Full USPTO retrosynthesis dataset with 1.9M reactions from patents (1976-2016). Predict the reactants needed to synthesize the given product. (1) Given the product [F:1][C:2]([F:13])([F:12])[C@H:3]1[CH2:8][CH2:7][C@H:6]([C:9]([Cl:16])=[O:10])[CH2:5][CH2:4]1, predict the reactants needed to synthesize it. The reactants are: [F:1][C:2]([F:13])([F:12])[C@H:3]1[CH2:8][CH2:7][C@H:6]([C:9](O)=[O:10])[CH2:5][CH2:4]1.S(Cl)([Cl:16])=O. (2) Given the product [C:1]([O-:4])(=[O:3])[C:2]1[CH:14]=[CH:13][CH:12]=[CH:11][CH:10]=1.[C:1]([O:4][CH2:5][CH2:6][N+:7]([CH2:23][O:22][CH2:16][CH2:17][CH2:18][CH2:19][CH2:20][CH2:21][CH3:10])([CH3:9])[CH3:8])(=[O:3])[CH3:2], predict the reactants needed to synthesize it. The reactants are: [C:1]([O:4][CH2:5][CH2:6][N:7]([CH3:9])[CH3:8])(=[O:3])[CH3:2].[CH3:10][CH2:11][CH2:12][CH2:13][CH2:14]C.[CH2:16]([O:22][CH2:23]Cl)[CH2:17][CH2:18][CH2:19][CH2:20][CH3:21]. (3) Given the product [Cl:1][C:2]1[CH:3]=[C:4]([O:10][CH3:11])[C:5]([CH:36]2[NH:37][C:32](=[O:31])[CH2:33][CH2:34][CH2:35]2)=[C:6]([O:8][CH3:9])[CH:7]=1, predict the reactants needed to synthesize it. The reactants are: [Cl:1][C:2]1[CH:7]=[C:6]([O:8][CH3:9])[CH:5]=[C:4]([O:10][CH3:11])[CH:3]=1.O=P12OP3(OP(OP(O3)(O1)=O)(=O)O2)=O.CS(O)(=O)=O.[O:31]=[C:32]1[NH:37][C@H:36](C(O)=O)[CH2:35][CH2:34][CH2:33]1. (4) The reactants are: [CH3:1][O:2][C:3]1[CH:4]=[C:5]([CH:23]=[CH:24][C:25]=1[O:26][CH3:27])[CH2:6][CH:7]1[C:16]2[C:11](=[CH:12][C:13]([O:21][CH3:22])=[C:14]([O:17][CH:18]([CH3:20])[CH3:19])[CH:15]=2)[CH2:10][CH2:9][NH:8]1.Br[CH2:29][C:30](Br)=[O:31].[NH2:33][CH:34]1[C:42]2[C:37](=[CH:38][C:39]([Br:43])=[CH:40][CH:41]=2)[CH2:36][CH2:35]1. Given the product [CH3:1][O:2][C:3]1[CH:4]=[C:5]([CH:23]=[CH:24][C:25]=1[O:26][CH3:27])[CH2:6][CH:7]1[C:16]2[C:11](=[CH:12][C:13]([O:21][CH3:22])=[C:14]([O:17][CH:18]([CH3:20])[CH3:19])[CH:15]=2)[CH2:10][CH2:9][N:8]1[CH2:29][C:30]([NH:33][CH:34]1[C:42]2[C:37](=[CH:38][C:39]([Br:43])=[CH:40][CH:41]=2)[CH2:36][CH2:35]1)=[O:31], predict the reactants needed to synthesize it. (5) Given the product [Cl:1][C:2]1[CH:3]=[C:4]([C@H:9]2[CH2:13][CH2:12][N:11]([C@H:14]3[CH2:18][CH2:17][N:16]([C:19]4[CH:20]=[CH:21][C:22]([S:27]([Cl:26])(=[O:29])=[O:28])=[CH:23][CH:24]=4)[C:15]3=[O:25])[CH2:10]2)[CH:5]=[C:6]([Cl:8])[CH:7]=1, predict the reactants needed to synthesize it. The reactants are: [Cl:1][C:2]1[CH:3]=[C:4]([C@H:9]2[CH2:13][CH2:12][N:11]([C@H:14]3[CH2:18][CH2:17][N:16]([C:19]4[CH:24]=[CH:23][CH:22]=[CH:21][CH:20]=4)[C:15]3=[O:25])[CH2:10]2)[CH:5]=[C:6]([Cl:8])[CH:7]=1.[Cl:26][S:27](O)(=[O:29])=[O:28].C([O-])(O)=O.[Na+]. (6) Given the product [ClH:19].[Cl:19][C:16]1[CH:17]=[CH:18][C:11]2[CH2:10][CH2:9][NH:8][CH2:14][CH2:13][C:12]=2[C:15]=1[S:20][CH2:21][C:28]1[C:27]([F:26])=[CH:34][CH:33]=[CH:32][C:31]=1[F:35], predict the reactants needed to synthesize it. The reactants are: C(OC([N:8]1[CH2:14][CH2:13][C:12]2[C:15]([S:20][C:21](=O)N(C)C)=[C:16]([Cl:19])[CH:17]=[CH:18][C:11]=2[CH2:10][CH2:9]1)=O)(C)(C)C.[F:26][C:27]1[CH:34]=[CH:33][CH:32]=[C:31]([F:35])[C:28]=1CBr. (7) Given the product [CH3:15][N:16]([CH3:18])[CH:17]=[CH:1][C:2]1[CH:11]=[CH:10][C:5]([C:6]([O:8][CH3:9])=[O:7])=[CH:4][C:3]=1[N+:12]([O-:14])=[O:13], predict the reactants needed to synthesize it. The reactants are: [CH3:1][C:2]1[CH:11]=[CH:10][C:5]([C:6]([O:8][CH3:9])=[O:7])=[CH:4][C:3]=1[N+:12]([O-:14])=[O:13].[CH3:15][N:16]([CH:18](OC)OC)[CH3:17]. (8) Given the product [Br:7][C:8]1[CH:9]=[C:10]([CH2:11][C:18](=[O:19])[CH:17]([Cl:16])[CH3:21])[CH:13]=[CH:14][CH:15]=1, predict the reactants needed to synthesize it. The reactants are: CN(C=O)C.[Br-].[Br:7][C:8]1[CH:9]=[C:10]([CH:13]=[CH:14][CH:15]=1)[CH2:11][Zn+].[Cl:16][CH:17]([CH3:21])[C:18](Cl)=[O:19]. (9) Given the product [C:8]([O:9][CH2:10][C:5]([CH2:13][O:14][CH3:15])([CH2:1][CH:2]([CH3:3])[CH3:4])[CH2:6][OH:7])([CH3:16])([CH3:12])[CH3:11], predict the reactants needed to synthesize it. The reactants are: [CH2:1]([C:5]1([CH2:13][O:14][CH3:15])[CH2:10][O:9][C:8]([CH3:12])([CH3:11])[O:7][CH2:6]1)[CH:2]([CH3:4])[CH3:3].[CH2:16](OCC)C.C[Mg]I.CCCCCC.C(OCC)(=O)C. (10) The reactants are: [O:1]=[C:2]([CH2:7][CH3:8])[C:3]([O:5][CH3:6])=[O:4].[Br:9]Br. Given the product [Br:9][CH:7]([CH3:8])[C:2](=[O:1])[C:3]([O:5][CH3:6])=[O:4], predict the reactants needed to synthesize it.